Dataset: Reaction yield outcomes from USPTO patents with 853,638 reactions. Task: Predict the reaction yield, written as a fraction of the theoretical maximum amount of product (1.0 means a 100% yield; for example, 0.34 means a 34% yield). (1) The reactants are Br[C:2]1[CH:22]=[CH:21][C:5]2[N:6]([CH3:20])[C:7](=[O:19])[CH2:8][N:9]=[C:10]([C:11]3[CH:12]=[C:13]([CH:16]=[CH:17][CH:18]=3)[C:14]#[N:15])[C:4]=2[CH:3]=1.C1(B(O)O)C=CC=CC=1.[CH3:32][O:33][C:34]1[CH:39]=[CH:38][CH:37]=[CH:36][C:35]=1B(O)O. No catalyst specified. The product is [CH3:32][O:33][C:34]1[CH:39]=[CH:38][CH:37]=[CH:36][C:35]=1[C:2]1[CH:22]=[CH:21][C:5]2[N:6]([CH3:20])[C:7](=[O:19])[CH2:8][N:9]=[C:10]([C:11]3[CH:12]=[C:13]([CH:16]=[CH:17][CH:18]=3)[C:14]#[N:15])[C:4]=2[CH:3]=1. The yield is 0.450. (2) The reactants are [CH3:1][C:2]1([CH3:21])[O:7][CH2:6][C:5](=[CH:8][CH2:9][N:10]2[CH:18]=[N:17][C:16]3[C:11]2=[N:12][C:13]([NH2:20])=[N:14][C:15]=3[Cl:19])[CH2:4][O:3]1. The catalyst is [Pd].O1CCCC1. The product is [NH2:20][C:13]1[N:12]=[C:11]2[C:16]([N:17]=[CH:18][N:10]2[CH2:9][CH2:8][CH:5]2[CH2:4][O:3][C:2]([CH3:1])([CH3:21])[O:7][CH2:6]2)=[C:15]([Cl:19])[N:14]=1. The yield is 0.622. (3) The reactants are I/[CH:2]=[CH:3]\[CH2:4][CH2:5][CH2:6][CH2:7][CH3:8].[I-].[Li+].C([Li])CCC.Cl[SiH:17]([CH:21]([CH3:23])[CH3:22])[CH:18]([CH3:20])[CH3:19]. No catalyst specified. The product is [CH:2]([SiH:17]([CH:21]([CH3:23])[CH3:22])[CH:18]([CH3:20])[CH3:19])=[CH:3][CH2:4][CH2:5][CH2:6][CH2:7][CH3:8]. The yield is 0.950. (4) The reactants are Cl[C:2]1[CH:7]=[CH:6][C:5]([NH:8][C:9]2[N:30]=[C:12]3[CH:13]=[CH:14][CH:15]=[C:16]([C:17]4[CH:22]=[CH:21][C:20]([CH2:23][N:24]5[CH2:29][CH2:28][O:27][CH2:26][CH2:25]5)=[CH:19][CH:18]=4)[N:11]3[N:10]=2)=[CH:4][CH:3]=1.[CH3:31][N:32]1[CH2:37][CH2:36][NH:35][CH2:34][CH2:33]1.C(=O)([O-])[O-].[Cs+].[Cs+].C1(P(C2C=CC=CC=2)C2C3OC4C(=CC=CC=4P(C4C=CC=CC=4)C4C=CC=CC=4)C(C)(C)C=3C=CC=2)C=CC=CC=1. The catalyst is O1CCOCC1.CCOC(C)=O.C1C=CC(/C=C/C(/C=C/C2C=CC=CC=2)=O)=CC=1.C1C=CC(/C=C/C(/C=C/C2C=CC=CC=2)=O)=CC=1.C1C=CC(/C=C/C(/C=C/C2C=CC=CC=2)=O)=CC=1.[Pd].[Pd]. The product is [CH3:31][N:32]1[CH2:37][CH2:36][N:35]([C:2]2[CH:7]=[CH:6][C:5]([NH:8][C:9]3[N:30]=[C:12]4[CH:13]=[CH:14][CH:15]=[C:16]([C:17]5[CH:22]=[CH:21][C:20]([CH2:23][N:24]6[CH2:29][CH2:28][O:27][CH2:26][CH2:25]6)=[CH:19][CH:18]=5)[N:11]4[N:10]=3)=[CH:4][CH:3]=2)[CH2:34][CH2:33]1. The yield is 0.110. (5) The reactants are Cl[C:2]1[N:7]2[N:8]=[C:9]([C:11]3[CH:16]=[CH:15][CH:14]=[CH:13][C:12]=3[C:17]([F:20])([F:19])[F:18])[CH:10]=[C:6]2[N:5]=[CH:4][CH:3]=1.[CH3:21][OH:22].C(N(CC)CC)C.CN([CH:33]=[O:34])C. The catalyst is C1C=CC(P(C2C=CC=CC=2)[C-]2C=CC=C2)=CC=1.C1C=CC(P(C2C=CC=CC=2)[C-]2C=CC=C2)=CC=1.Cl[Pd]Cl.[Fe+2]. The product is [F:18][C:17]([F:20])([F:19])[C:12]1[CH:13]=[CH:14][CH:15]=[CH:16][C:11]=1[C:9]1[CH:10]=[C:6]2[N:5]=[CH:4][CH:3]=[C:2]([C:21]([O:34][CH3:33])=[O:22])[N:7]2[N:8]=1. The yield is 0.910. (6) The reactants are [CH2:1]([N:8]1[CH2:15][CH:14]2[CH:10]([CH:11]=[CH:12][C:13]2=[O:16])[CH2:9]1)[C:2]1[CH:7]=[CH:6][CH:5]=[CH:4][CH:3]=1.[H][H]. The catalyst is [Rh].C(OCC)(=O)C. The product is [CH2:1]([N:8]1[CH2:15][CH:14]2[CH:10]([CH2:11][CH2:12][C:13]2=[O:16])[CH2:9]1)[C:2]1[CH:3]=[CH:4][CH:5]=[CH:6][CH:7]=1. The yield is 0.840. (7) The reactants are [CH3:1][O:2][CH2:3][CH:4]1[CH2:8][N:7]([C:9]([O:11][C:12]([CH3:15])([CH3:14])[CH3:13])=[O:10])[CH:6]([C:16]2[NH:20][C:19]3[C:21]4[C:26]([CH:27]=[CH:28][C:18]=3[N:17]=2)=[CH:25][C:24]2[C:29]3[C:34]([CH2:35][O:36][C:23]=2[CH:22]=4)=[CH:33][C:32](B2OC(C)(C)C(C)(C)O2)=[CH:31][CH:30]=3)[CH2:5]1.Br[C:47]1[NH:51][C:50]([C@@H:52]2[CH2:56][CH2:55][CH2:54][N:53]2[C:57](=[O:68])[C@@H:58]([NH:63][C:64](=[O:67])[O:65][CH3:66])[C@H:59]([O:61][CH3:62])[CH3:60])=[N:49][CH:48]=1.C(=O)([O-])[O-].[K+].[K+]. The catalyst is CS(C)=O.CCOC(C)=O.C1C=CC([P]([Pd]([P](C2C=CC=CC=2)(C2C=CC=CC=2)C2C=CC=CC=2)([P](C2C=CC=CC=2)(C2C=CC=CC=2)C2C=CC=CC=2)[P](C2C=CC=CC=2)(C2C=CC=CC=2)C2C=CC=CC=2)(C2C=CC=CC=2)C2C=CC=CC=2)=CC=1.C1C=CC(P(C2C=CC=CC=2)[C-]2C=CC=C2)=CC=1.C1C=CC(P(C2C=CC=CC=2)[C-]2C=CC=C2)=CC=1.Cl[Pd]Cl.[Fe+2]. The product is [CH3:66][O:65][C:64]([NH:63][C@H:58]([C:57]([N:53]1[CH2:54][CH2:55][CH2:56][C@H:52]1[C:50]1[NH:51][C:47]([C:32]2[CH:33]=[C:34]3[CH2:35][O:36][C:23]4[CH:22]=[C:21]5[C:26]([CH:27]=[CH:28][C:18]6[N:17]=[C:16]([C@@H:6]7[CH2:5][C@H:4]([CH2:3][O:2][CH3:1])[CH2:8][N:7]7[C:9]([O:11][C:12]([CH3:13])([CH3:14])[CH3:15])=[O:10])[NH:20][C:19]=65)=[CH:25][C:24]=4[C:29]3=[CH:30][CH:31]=2)=[CH:48][N:49]=1)=[O:68])[C@@H:59]([CH3:60])[O:61][CH3:62])=[O:67]. The yield is 0.630.